Dataset: Reaction yield outcomes from USPTO patents with 853,638 reactions. Task: Predict the reaction yield, written as a fraction of the theoretical maximum amount of product (1.0 means a 100% yield; for example, 0.34 means a 34% yield). (1) The reactants are [F:1][C:2]([F:19])([F:18])[C:3]([N:5]1[CH2:11][CH2:10][C:9]2[CH:12]=[C:13]([O:16]C)[CH:14]=[CH:15][C:8]=2[CH2:7][CH2:6]1)=[O:4].B(Br)(Br)Br. The catalyst is ClCCl. The product is [F:19][C:2]([F:1])([F:18])[C:3]([N:5]1[CH2:11][CH2:10][C:9]2[CH:12]=[C:13]([OH:16])[CH:14]=[CH:15][C:8]=2[CH2:7][CH2:6]1)=[O:4]. The yield is 0.910. (2) The reactants are Br[C:2]1[CH:7]=[CH:6][C:5]([N:8]2[C:12]([CH2:13][C@@H:14]3[CH2:18][CH2:17][N:16]([C:19]([CH:21]4[CH2:23][CH2:22]4)=[O:20])[CH2:15]3)=[N:11][NH:10][C:9]2=[O:24])=[C:4]([F:25])[CH:3]=1.[F:26][C:27]1[CH:28]=[C:29](B(O)O)[CH:30]=[CH:31][C:32]=1[CH3:33].O.Cl. The catalyst is O1CCOCC1.C(=O)([O-])[O-].[K+].[K+].C1C=CC(P(C2C=CC=CC=2)[C-]2C=CC=C2)=CC=1.C1C=CC(P(C2C=CC=CC=2)[C-]2C=CC=C2)=CC=1.Cl[Pd]Cl.[Fe+2].ClCCl. The product is [CH:21]1([C:19]([N:16]2[CH2:17][CH2:18][C@@H:14]([CH2:13][C:12]3[N:8]([C:5]4[CH:6]=[CH:7][C:2]([C:29]5[CH:30]=[CH:31][C:32]([CH3:33])=[C:27]([F:26])[CH:28]=5)=[CH:3][C:4]=4[F:25])[C:9](=[O:24])[NH:10][N:11]=3)[CH2:15]2)=[O:20])[CH2:23][CH2:22]1. The yield is 0.580. (3) The reactants are [C:1]([C:3]1[C:25]([N+:26]([O-])=O)=[CH:24][CH:23]=[CH:22][C:4]=1[O:5][CH2:6][C:7]([CH3:21])([CH3:20])[C:8]([NH:10][CH2:11][C:12]1[CH:17]=[CH:16][C:15]([O:18][CH3:19])=[CH:14][CH:13]=1)=[O:9])#[N:2].O.O.Cl[Sn]Cl.[OH-].[Na+]. The yield is 0.860. The catalyst is COCCOCCOC.Cl. The product is [NH2:26][C:25]1[C:3]([C:1]#[N:2])=[C:4]([CH:22]=[CH:23][CH:24]=1)[O:5][CH2:6][C:7]([CH3:21])([CH3:20])[C:8]([NH:10][CH2:11][C:12]1[CH:17]=[CH:16][C:15]([O:18][CH3:19])=[CH:14][CH:13]=1)=[O:9]. (4) The reactants are [CH3:1][C:2]1[CH:7]=[CH:6][N:5]=[CH:4][N:3]=1.[Li+].CC([N-]C(C)C)C.[Br:16][C:17]1[CH:28]=[CH:27][C:20]([C:21](N(OC)C)=[O:22])=[CH:19][CH:18]=1. The catalyst is C1COCC1. The product is [Br:16][C:17]1[CH:28]=[CH:27][C:20]([C:21](=[O:22])[CH2:1][C:2]2[CH:7]=[CH:6][N:5]=[CH:4][N:3]=2)=[CH:19][CH:18]=1. The yield is 0.704. (5) The reactants are [C:1]([O:4][C@@:5]1(C(C)(C)C)[CH:18]=[CH:17][C@@H:16]2[C@@:7]34[CH2:22][CH2:21][N:19]([CH3:20])[C@@H:15]2[CH2:14][C:13]2[C:8]3=[C:9]([O:29][C@@H:6]14)[C:10]([F:28])([O:23]O[SiH](C)C)[CH2:11][CH:12]=2)(=[O:3])[NH2:2].CCCC[N+](CCCC)(CCCC)CCCC.[F-]. The catalyst is C1COCC1. The product is [C:1](=[O:3])([OH:4])[NH2:2].[F:28][C:10]1([OH:23])[C:9]2[O:29][C@@H:6]3[C@@:7]45[CH2:22][CH2:21][N:19]([CH3:20])[C@@H:15]([C@@H:16]4[CH:17]=[CH:18][C@@H:5]3[OH:4])[CH2:14][C:13]([C:8]5=2)=[CH:12][CH2:11]1. The yield is 0.720. (6) The reactants are [C:1]([C:4]1[CH:5]=[C:6]2[C:11](=[O:12])[O:10][C:8](=O)[C:7]2=[CH:13][CH:14]=1)([OH:3])=[O:2].[NH2:15][C:16]1[CH:17]=[C:18]([CH:22]=[CH:23][CH:24]=1)[C:19]([OH:21])=[O:20]. No catalyst specified. The product is [C:1]([C:4]1[CH:5]=[C:6]2[C:11](=[O:12])[N:15]([C:16]3[CH:24]=[CH:23][CH:22]=[C:18]([C:19]([OH:21])=[O:20])[CH:17]=3)[C:8](=[O:10])[C:7]2=[CH:13][CH:14]=1)([OH:3])=[O:2]. The yield is 0.720. (7) The reactants are [CH:1]1([C:6]#[CH:7])[CH2:5][CH2:4][CH2:3][CH2:2]1.C([Li])CCC.C1(O[C:20]#[N:21])C=CC=CC=1.[OH-].[Na+]. The catalyst is C1COCC1.CCCCCC. The product is [CH:1]1([C:6]#[C:7][C:20]#[N:21])[CH2:5][CH2:4][CH2:3][CH2:2]1. The yield is 0.950. (8) The reactants are [Cl:1][C:2]1[CH:28]=[CH:27][C:5]([CH2:6][N:7]2[C:12](=[O:13])[C:11]([O:14][CH3:15])=[N:10][N:9]([C:16]3[CH:17]=[C:18]([NH:22]C(=O)C)[CH:19]=[CH:20][CH:21]=3)[C:8]2=[O:26])=[CH:4][CH:3]=1.Cl. The catalyst is C1COCC1. The product is [NH2:22][C:18]1[CH:17]=[C:16]([N:9]2[C:8](=[O:26])[N:7]([CH2:6][C:5]3[CH:27]=[CH:28][C:2]([Cl:1])=[CH:3][CH:4]=3)[C:12](=[O:13])[C:11]([O:14][CH3:15])=[N:10]2)[CH:21]=[CH:20][CH:19]=1. The yield is 0.945. (9) The product is [ClH:1].[Cl:1][C:2]1[C:7]([S:8]([N:11]2[C:15]([C:16]3[C:17]([F:22])=[N:18][CH:19]=[CH:20][CH:21]=3)=[C:14]([F:23])[C:13]([CH2:24][NH:25][CH3:26])=[CH:12]2)(=[O:9])=[O:10])=[CH:6][CH:5]=[CH:4][N:3]=1. The catalyst is C(OCC)(=O)C.C(O)C. The yield is 0.900. The reactants are [Cl:1][C:2]1[C:7]([S:8]([N:11]2[C:15]([C:16]3[C:17]([F:22])=[N:18][CH:19]=[CH:20][CH:21]=3)=[C:14]([F:23])[C:13]([CH2:24][N:25](C)[C:26](=O)OC(C)(C)C)=[CH:12]2)(=[O:10])=[O:9])=[CH:6][CH:5]=[CH:4][N:3]=1.C(OCC)(=O)C.Cl. (10) The reactants are [N-:1]=[N+:2]=[N-:3].[Na+].[S:5]([O:15][CH2:16][CH2:17][O:18][CH2:19][CH2:20][O:21][CH2:22][CH2:23][O:24][CH2:25][CH2:26]OS(C1C=CC(C)=CC=1)(=O)=O)([C:8]1[CH:14]=[CH:13][C:11]([CH3:12])=[CH:10][CH:9]=1)(=[O:7])=[O:6]. No catalyst specified. The product is [C:11]1([CH3:12])[CH:10]=[CH:9][C:8]([S:5]([O:15][CH2:16][CH2:17][O:18][CH2:19][CH2:20][O:21][CH2:22][CH2:23][O:24][CH2:25][CH2:26][N:1]=[N+:2]=[N-:3])(=[O:6])=[O:7])=[CH:14][CH:13]=1. The yield is 0.190.